This data is from Reaction yield outcomes from USPTO patents with 853,638 reactions. The task is: Predict the reaction yield, written as a fraction of the theoretical maximum amount of product (1.0 means a 100% yield; for example, 0.34 means a 34% yield). The reactants are [C:1]([O:5][C:6]([NH:8][CH2:9][C:10]1[C:11]([CH2:27][CH:28]([CH3:30])[CH3:29])=[N:12][C:13]([CH3:26])=[C:14]([C:18]=1[C:19]1[CH:24]=[CH:23][C:22]([CH3:25])=[CH:21][CH:20]=1)[C:15]([OH:17])=[O:16])=[O:7])([CH3:4])([CH3:3])[CH3:2].Cl[CH2:32]/[CH:33]=[C:34]1/[O:35][C:36](=[O:43])[C:37]2[CH:42]=[CH:41][CH:40]=[CH:39][C:38]/1=2.C(=O)([O-])[O-].[K+].[K+]. The catalyst is CN(C)C=O.C(OCC)(=O)C. The product is [C:1]([O:5][C:6]([NH:8][CH2:9][C:10]1[C:11]([CH2:27][CH:28]([CH3:30])[CH3:29])=[N:12][C:13]([CH3:26])=[C:14]([C:18]=1[C:19]1[CH:24]=[CH:23][C:22]([CH3:25])=[CH:21][CH:20]=1)[C:15]([O:17][CH2:32]/[CH:33]=[C:34]1/[O:35][C:36](=[O:43])[C:37]2[CH:42]=[CH:41][CH:40]=[CH:39][C:38]/1=2)=[O:16])=[O:7])([CH3:4])([CH3:3])[CH3:2]. The yield is 0.550.